This data is from CYP3A4 inhibition data for predicting drug metabolism from PubChem BioAssay. The task is: Regression/Classification. Given a drug SMILES string, predict its absorption, distribution, metabolism, or excretion properties. Task type varies by dataset: regression for continuous measurements (e.g., permeability, clearance, half-life) or binary classification for categorical outcomes (e.g., BBB penetration, CYP inhibition). Dataset: cyp3a4_veith. (1) The drug is NC(=O)CN1C[C@@H](O)CC1=O. The result is 0 (non-inhibitor). (2) The compound is COc1ccccc1CNc1nc(-c2cccc(NS(C)(=O)=O)c2)nc2ccccc12. The result is 1 (inhibitor). (3) The drug is Cc1cc2c(nc1C)CCCN2C[C@H](O)CN1CCCc2nc(-c3ccc(Br)cc3)ccc21. The result is 1 (inhibitor). (4) The result is 0 (non-inhibitor). The molecule is COc1ccc(NC(=O)N2CCC3(CC2)CCN(C(=O)Oc2ccccc2)CC3)cc1. (5) The drug is C=C(C)C1Cc2nc(N)nc(C)c2C1. The result is 0 (non-inhibitor). (6) The drug is C[C@@H]1O[C@H](O[C@@H]2[C@H](CO)O[C@H](OC[C@@H]3O[C@H](OC(=O)[C@@]45CC[C@@H](C)[C@@H](C)[C@@H]4C4=CC[C@@H]6[C@](C)(CC[C@H]7[C@@](C)(CO)[C@H](O)[C@H](O)C[C@]67C)[C@]4(C)CC5)[C@@H](O)[C@H](O)[C@@H]3O)[C@@H](O)[C@@H]2O)[C@@H](O)[C@H](O)[C@@H]1O. The result is 0 (non-inhibitor). (7) The molecule is Cn1c(CCN2CCCCC2)nc2cc([N+](=O)[O-])ccc21. The result is 0 (non-inhibitor).